This data is from Forward reaction prediction with 1.9M reactions from USPTO patents (1976-2016). The task is: Predict the product of the given reaction. Given the reactants [Cl:1][C:2]1[CH:7]=[CH:6][C:5]([C:8]2[S:31][C:11]3[C:12](=[O:30])[N:13]([C:16]4[CH:21]=[CH:20][C:19]([O:22][CH2:23][C:24]([OH:27])([CH3:26])[CH3:25])=[C:18]([O:28][CH3:29])[CH:17]=4)[N:14]=[CH:15][C:10]=3[CH:9]=2)=[CH:4][CH:3]=1.[C:32]([NH:39][CH2:40][C:41](O)=[O:42])([O:34][C:35]([CH3:38])([CH3:37])[CH3:36])=[O:33].C(N=C=NC(C)C)(C)C, predict the reaction product. The product is: [C:35]([O:34][C:32]([NH:39][CH2:40][C:41]([O:27][C:24]([CH3:26])([CH3:25])[CH2:23][O:22][C:19]1[CH:20]=[CH:21][C:16]([N:13]2[C:12](=[O:30])[C:11]3[S:31][C:8]([C:5]4[CH:6]=[CH:7][C:2]([Cl:1])=[CH:3][CH:4]=4)=[CH:9][C:10]=3[CH:15]=[N:14]2)=[CH:17][C:18]=1[O:28][CH3:29])=[O:42])=[O:33])([CH3:38])([CH3:37])[CH3:36].